Dataset: Full USPTO retrosynthesis dataset with 1.9M reactions from patents (1976-2016). Task: Predict the reactants needed to synthesize the given product. (1) Given the product [C:17]([O:21][C:22](=[O:33])[NH:23][CH:24]([C:26]1[CH:27]=[CH:28][C:29]([N:13]2[CH2:12][CH:11]([O:10][C:9]3[CH:15]=[CH:16][C:6]([O:5][CH2:4][CH:1]4[CH2:2][CH2:3]4)=[CH:7][CH:8]=3)[CH2:14]2)=[CH:30][CH:31]=1)[CH3:25])([CH3:18])([CH3:19])[CH3:20], predict the reactants needed to synthesize it. The reactants are: [CH:1]1([CH2:4][O:5][C:6]2[CH:16]=[CH:15][C:9]([O:10][CH:11]3[CH2:14][NH:13][CH2:12]3)=[CH:8][CH:7]=2)[CH2:3][CH2:2]1.[C:17]([O:21][C:22](=[O:33])[NH:23][C@H:24]([C:26]1[CH:31]=[CH:30][C:29](Br)=[CH:28][CH:27]=1)[CH3:25])([CH3:20])([CH3:19])[CH3:18].CC([O-])(C)C.[Na+].C(P(C(C)(C)C)C1C=CC=CC=1C1C=CC=CC=1)(C)(C)C. (2) The reactants are: [Cl:1][C:2]1[C:16]([Cl:17])=[CH:15][C:5]2[NH:6][C:7]([C:9](=[O:14])[C:10]([F:13])([F:12])[F:11])=[N:8][C:4]=2[CH:3]=1.[CH2:18](Br)[CH:19]=[CH2:20].[In].Cl. Given the product [Cl:17][C:16]1[C:2]([Cl:1])=[CH:3][C:4]2[NH:8][C:7]([C:9]([OH:14])([CH2:20][CH:19]=[CH2:18])[C:10]([F:13])([F:11])[F:12])=[N:6][C:5]=2[CH:15]=1, predict the reactants needed to synthesize it. (3) Given the product [C:28]([C:23]1[CH:24]=[CH:25][CH:26]=[CH:27][C:22]=1[C:19]1[CH:20]=[CH:21][C:16]([CH2:15][C:12]2[C:13](=[O:14])[N:8]([C@H:5]3[CH2:6][CH2:7][C@H:2]([O:1][CH2:39][C:40]([O:42][CH2:43][CH3:44])=[O:41])[CH2:3][CH2:4]3)[C:9]3[N:10]([N:33]=[C:34]([CH3:36])[N:35]=3)[C:11]=2[CH2:30][CH2:31][CH3:32])=[CH:17][CH:18]=1)#[N:29], predict the reactants needed to synthesize it. The reactants are: [OH:1][C@H:2]1[CH2:7][CH2:6][C@H:5]([N:8]2[C:13](=[O:14])[C:12]([CH2:15][C:16]3[CH:21]=[CH:20][C:19]([C:22]4[C:23]([C:28]#[N:29])=[CH:24][CH:25]=[CH:26][CH:27]=4)=[CH:18][CH:17]=3)=[C:11]([CH2:30][CH2:31][CH3:32])[N:10]3[N:33]=[C:34]([CH3:36])[N:35]=[C:9]23)[CH2:4][CH2:3]1.[N+](=[CH:39][C:40]([O:42][CH2:43][CH3:44])=[O:41])=[N-].O. (4) Given the product [CH:28]1([NH:27][C:26]([C@@H:22]2[CH2:23][CH2:24][CH2:25][N:21]2[C:19](=[O:20])[CH2:18][O:17][C:15]2[N:14]([C:33]3[CH:38]=[CH:37][CH:36]=[CH:35][CH:34]=3)[N:13]=[C:12]([C:10]([NH:9][C@@H:7]([CH3:8])[C:6]([OH:39])=[O:5])=[O:11])[CH:16]=2)=[O:32])[CH2:29][CH2:30][CH2:31]1, predict the reactants needed to synthesize it. The reactants are: C([O:5][C:6](=[O:39])[C@@H:7]([NH:9][C:10]([C:12]1[CH:16]=[C:15]([O:17][CH2:18][C:19]([N:21]2[CH2:25][CH2:24][CH2:23][C@H:22]2[C:26](=[O:32])[NH:27][CH:28]2[CH2:31][CH2:30][CH2:29]2)=[O:20])[N:14]([C:33]2[CH:38]=[CH:37][CH:36]=[CH:35][CH:34]=2)[N:13]=1)=[O:11])[CH3:8])(C)(C)C.C(O)(C(F)(F)F)=O. (5) Given the product [F:8][C:5]1[CH:6]=[CH:7][C:2]([C:17]2[CH:18]=[C:19]3[C:24](=[CH:25][CH:26]=2)[CH:23]=[C:22]([S:27]([C:30]2[CH:35]=[CH:34][CH:33]=[CH:32][C:31]=2[C@@H:36]([OH:38])[CH3:37])(=[O:29])=[O:28])[CH:21]=[CH:20]3)=[N:3][CH:4]=1, predict the reactants needed to synthesize it. The reactants are: Br[C:2]1[CH:7]=[CH:6][C:5]([F:8])=[CH:4][N:3]=1.CC1(C)C(C)(C)OB([C:17]2[CH:18]=[C:19]3[C:24](=[CH:25][CH:26]=2)[CH:23]=[C:22]([S:27]([C:30]2[CH:35]=[CH:34][CH:33]=[CH:32][C:31]=2[C@@H:36]([OH:38])[CH3:37])(=[O:29])=[O:28])[CH:21]=[CH:20]3)O1.C1(C)C=CC=CC=1P(C1C=CC=CC=1C)C1C=CC=CC=1C.C(=O)([O-])[O-].[Na+].[Na+].CCCC(C)C.